From a dataset of Full USPTO retrosynthesis dataset with 1.9M reactions from patents (1976-2016). Predict the reactants needed to synthesize the given product. (1) Given the product [CH2:1]([O:3][C:4](=[O:14])[CH2:5][CH2:6][C:7]1[CH:8]=[CH:9][C:10]([NH:13][NH2:15])=[CH:11][CH:12]=1)[CH3:2], predict the reactants needed to synthesize it. The reactants are: [CH2:1]([O:3][C:4](=[O:14])[CH2:5][CH2:6][C:7]1[CH:12]=[CH:11][C:10]([NH2:13])=[CH:9][CH:8]=1)[CH3:2].[N:15]([O-])=O.[Na+].O.O.Cl[Sn]Cl. (2) Given the product [CH:13]([C:16]1[N:20]=[C:19]([N:21]2[CH2:26][CH2:25][CH:24]([C@H:27]([CH3:31])[CH2:28][CH2:29][O:30][S:2]([CH3:1])(=[O:4])=[O:3])[CH2:23][CH2:22]2)[O:18][N:17]=1)([CH3:15])[CH3:14], predict the reactants needed to synthesize it. The reactants are: [CH3:1][S:2](Cl)(=[O:4])=[O:3].C(N(CC)CC)C.[CH:13]([C:16]1[N:20]=[C:19]([N:21]2[CH2:26][CH2:25][CH:24]([C@H:27]([CH3:31])[CH2:28][CH2:29][OH:30])[CH2:23][CH2:22]2)[O:18][N:17]=1)([CH3:15])[CH3:14].C([O-])(O)=O.[Na+]. (3) The reactants are: C[O:2][C:3](=[O:20])[C:4]1[CH:9]=[CH:8][CH:7]=[CH:6][C:5]=1[NH:10][C:11](=[O:19])[C:12]1[CH:17]=[CH:16][C:15](I)=[CH:14][CH:13]=1.[F:21][C:22]1[CH:27]=[CH:26][C:25]([OH:28])=[CH:24][CH:23]=1.C(=O)([O-])[O-].[Cs+].[Cs+].OC1C=CC=C2C=1N=CC=C2. Given the product [F:21][C:22]1[CH:27]=[CH:26][C:25]([O:28][C:15]2[CH:16]=[CH:17][C:12]([C:11]([NH:10][C:5]3[CH:6]=[CH:7][CH:8]=[CH:9][C:4]=3[C:3]([OH:2])=[O:20])=[O:19])=[CH:13][CH:14]=2)=[CH:24][CH:23]=1, predict the reactants needed to synthesize it. (4) Given the product [F:23][C:24]([F:37])([F:38])[C:25]1[CH:26]=[C:27]([CH2:28][O:22][C@@H:9]2[CH2:8][CH2:7][C@@H:6]3[N:12]([CH2:13][CH:14]=[CH2:15])[C@@:10]2([C:16]2[CH:21]=[CH:20][CH:19]=[CH:18][CH:17]=2)[CH2:11][C@H:5]3[C:3]#[N:4])[CH:30]=[C:31]([C:33]([F:34])([F:35])[F:36])[CH:32]=1, predict the reactants needed to synthesize it. The reactants are: [H-].[Na+].[C:3]([CH:5]1[CH2:11][C:10]2([C:16]3[CH:21]=[CH:20][CH:19]=[CH:18][CH:17]=3)[N:12]([CH2:13][CH:14]=[CH2:15])[CH:6]1[CH2:7][CH2:8][CH:9]2[OH:22])#[N:4].[F:23][C:24]([F:38])([F:37])[C:25]1[CH:26]=[C:27]([CH:30]=[C:31]([C:33]([F:36])([F:35])[F:34])[CH:32]=1)[CH2:28]Br.C1OCCOCCOCCOCCOCCOC1. (5) Given the product [O:1]1[CH:5]=[CH:4][CH:3]=[C:2]1[C:6]([N:8]1[CH2:9][CH2:10][CH:11]([C:14]2[CH:35]=[CH:34][C:17]([C:18]([NH:20][C:21]([NH2:23])=[NH:22])=[O:19])=[CH:16][C:15]=2[C:36]([F:39])([F:37])[F:38])[CH2:12][CH2:13]1)=[O:7], predict the reactants needed to synthesize it. The reactants are: [O:1]1[CH:5]=[CH:4][CH:3]=[C:2]1[C:6]([N:8]1[CH2:13][CH2:12][CH:11]([C:14]2[CH:35]=[CH:34][C:17]([C:18]([NH:20][C:21]([NH:23]C(OCC3C=CC=CC=3)=O)=[NH:22])=[O:19])=[CH:16][C:15]=2[C:36]([F:39])([F:38])[F:37])[CH2:10][CH2:9]1)=[O:7]. (6) Given the product [NH2:32][C@@H:27]([C:28]([CH3:31])([CH3:30])[CH3:29])[C:25]([NH:24][C@@H:10]([CH2:11][C:12]1[CH:17]=[CH:16][C:15]([C:18]2[CH:23]=[CH:22][CH:21]=[CH:20][N:19]=2)=[CH:14][CH:13]=1)[CH2:9][C@H:8]([OH:40])[C@@H:7]([NH:6][C:4](=[O:5])[C@@H:3]([N:48]1[CH2:52][CH2:51][N:50]([CH2:53][C:54]2[CH:59]=[CH:58][CH:57]=[C:56]([CH3:60])[N:55]=2)[C:49]1=[O:61])[C:2]([CH3:1])([CH3:63])[CH3:62])[CH2:41][C:42]1[CH:47]=[CH:46][CH:45]=[CH:44][CH:43]=1)=[O:26], predict the reactants needed to synthesize it. The reactants are: [CH3:1][C:2]([CH3:63])([CH3:62])[C@H:3]([N:48]1[CH2:52][CH2:51][N:50]([CH2:53][C:54]2[CH:59]=[CH:58][CH:57]=[C:56]([CH3:60])[N:55]=2)[C:49]1=[O:61])[C:4]([NH:6][C@@H:7]([CH2:41][C:42]1[CH:47]=[CH:46][CH:45]=[CH:44][CH:43]=1)[C@@H:8]([OH:40])[CH2:9][C@@H:10]([NH:24][C:25]([C@@H:27]([NH:32]C(=O)OC(C)(C)C)[C:28]([CH3:31])([CH3:30])[CH3:29])=[O:26])[CH2:11][C:12]1[CH:17]=[CH:16][C:15]([C:18]2[CH:23]=[CH:22][CH:21]=[CH:20][N:19]=2)=[CH:14][CH:13]=1)=[O:5].Cl. (7) Given the product [N:14]([CH2:13][C@@H:12]1[CH2:11][CH2:10][N:9]([C@H:17]([C:19]2[CH:24]=[CH:23][CH:22]=[CH:21][CH:20]=2)[CH3:18])[C@@H:8]1[C:6]([NH2:1])=[O:5])=[N+:15]=[N-:16], predict the reactants needed to synthesize it. The reactants are: [NH4+:1].[Cl-].C.C[O:5][C:6]([C@@H:8]1[C@H:12]([CH2:13][N:14]=[N+:15]=[N-:16])[CH2:11][CH2:10][N:9]1[C@H:17]([C:19]1[CH:24]=[CH:23][CH:22]=[CH:21][CH:20]=1)[CH3:18])=O. (8) Given the product [C:1]([O:5][N:6]1[CH2:10][CH2:9][CH2:8][CH:7]1[C:11]1[N:13]=[N:14][NH:15][N:12]=1)([CH3:4])([CH3:2])[CH3:3], predict the reactants needed to synthesize it. The reactants are: [C:1]([O:5][N:6]1[CH2:10][CH2:9][CH2:8][CH:7]1[C:11]#[N:12])([CH3:4])([CH3:3])[CH3:2].[N-:13]=[N+:14]=[N-:15].[Na+].[Cl-].[NH4+]. (9) The reactants are: [C:1]([CH:9]1[CH2:16][C@H:15]2[C:17](=[O:18])[C@H:11]([CH2:12][O:13][CH2:14]2)[CH2:10]1)(=[O:8])[C:2]1[CH:7]=[CH:6][CH:5]=[CH:4][CH:3]=1.[CH2:19](O)[CH2:20][OH:21].CC1C=CC(S(O)(=O)=O)=CC=1.C([O-])(O)=O.[Na+]. Given the product [C:2]1([C:1]([CH:9]2[CH2:10][C@H:11]3[C:17]4([O:21][CH2:20][CH2:19][O:18]4)[C@H:15]([CH2:14][O:13][CH2:12]3)[CH2:16]2)=[O:8])[CH:7]=[CH:6][CH:5]=[CH:4][CH:3]=1, predict the reactants needed to synthesize it. (10) Given the product [Cl:27][C:23]1[CH:24]=[CH:25][CH:26]=[C:21]([Cl:20])[C:22]=1[C:28]1[C:32]([CH2:33][O:1][C:2]2[CH:3]=[C:4]([CH3:19])[C:5]([O:8][C:9]3[CH:10]=[CH:11][C:12]([C:13]([O:15][CH3:16])=[O:14])=[CH:17][CH:18]=3)=[N:6][CH:7]=2)=[C:31]([CH:35]([CH3:37])[CH3:36])[O:30][N:29]=1, predict the reactants needed to synthesize it. The reactants are: [OH:1][C:2]1[CH:3]=[C:4]([CH3:19])[C:5]([O:8][C:9]2[CH:18]=[CH:17][C:12]([C:13]([O:15][CH3:16])=[O:14])=[CH:11][CH:10]=2)=[N:6][CH:7]=1.[Cl:20][C:21]1[CH:26]=[CH:25][CH:24]=[C:23]([Cl:27])[C:22]=1[C:28]1[C:32]([CH2:33]O)=[C:31]([CH:35]([CH3:37])[CH3:36])[O:30][N:29]=1.C1(P(C2C=CC=CC=2)C2C=CC=CC=2)C=CC=CC=1.N(C(OC(C)C)=O)=NC(OC(C)C)=O.